From a dataset of Catalyst prediction with 721,799 reactions and 888 catalyst types from USPTO. Predict which catalyst facilitates the given reaction. (1) Reactant: [Br:1][C:2]1[CH:11]=[C:10]2[C:5]([CH:6]=[C:7]([C:12]([OH:14])=O)[CH:8]=[N:9]2)=[CH:4][CH:3]=1.ClC(OCC)=O.C([N:23](CC)CC)C. Product: [Br:1][C:2]1[CH:11]=[C:10]2[C:5]([CH:6]=[C:7]([C:12]([NH2:23])=[O:14])[CH:8]=[N:9]2)=[CH:4][CH:3]=1. The catalyst class is: 7. (2) Reactant: Br[C:2]1[CH:7]=[CH:6][C:5]([O:8][C:9]2[CH:14]=[CH:13][CH:12]=[CH:11][CH:10]=2)=[C:4]([F:15])[CH:3]=1.O(C1C=CC([B:31]2[O:35][C:34]([CH3:37])([CH3:36])[C:33]([CH3:39])([CH3:38])[O:32]2)=CC=1C#N)C1C=CC=CC=1.CO[C@@H]1[C@@H](C(OC)=O)[C@@H]2[C@@H](CN3[C@H](C2)C2NC4C=C(OC)C=CC=4C=2CC3)C[C@H]1OC(C1C=C(OC)C(OC)=C(OC)C=1)=O. Product: [F:15][C:4]1[CH:3]=[C:2]([B:31]2[O:35][C:34]([CH3:37])([CH3:36])[C:33]([CH3:39])([CH3:38])[O:32]2)[CH:7]=[CH:6][C:5]=1[O:8][C:9]1[CH:14]=[CH:13][CH:12]=[CH:11][CH:10]=1. The catalyst class is: 10. (3) Reactant: C(NC(C)C)(C)C.C([Li])CCC.[CH2:13]([N:19]1[C:27]2[C:22](=[CH:23][CH:24]=[CH:25][CH:26]=2)[CH:21]([C:28]2[C:36]([OH:37])=[CH:35][C:31]3[O:32][CH2:33][O:34][C:30]=3[CH:29]=2)[C:20]1=[O:38])[CH2:14][CH2:15][CH2:16][CH2:17][CH3:18].Br[CH2:40][C:41]([O:43][CH2:44][CH3:45])=[O:42]. Product: [CH2:13]([N:19]1[C:27]2[C:22](=[CH:23][CH:24]=[CH:25][CH:26]=2)[C:21]([CH2:40][C:41]([O:43][CH2:44][CH3:45])=[O:42])([C:28]2[C:36]([OH:37])=[CH:35][C:31]3[O:32][CH2:33][O:34][C:30]=3[CH:29]=2)[C:20]1=[O:38])[CH2:14][CH2:15][CH2:16][CH2:17][CH3:18]. The catalyst class is: 1.